From a dataset of NCI-60 drug combinations with 297,098 pairs across 59 cell lines. Regression. Given two drug SMILES strings and cell line genomic features, predict the synergy score measuring deviation from expected non-interaction effect. (1) Drug 1: C(CC(=O)O)C(=O)CN.Cl. Drug 2: C1C(C(OC1N2C=NC3=C2NC=NCC3O)CO)O. Cell line: CAKI-1. Synergy scores: CSS=9.06, Synergy_ZIP=-0.790, Synergy_Bliss=-1.28, Synergy_Loewe=-2.88, Synergy_HSA=-3.70. (2) Drug 1: C1CC(=O)NC(=O)C1N2CC3=C(C2=O)C=CC=C3N. Drug 2: CC1C(C(CC(O1)OC2CC(OC(C2O)C)OC3=CC4=CC5=C(C(=O)C(C(C5)C(C(=O)C(C(C)O)O)OC)OC6CC(C(C(O6)C)O)OC7CC(C(C(O7)C)O)OC8CC(C(C(O8)C)O)(C)O)C(=C4C(=C3C)O)O)O)O. Cell line: T-47D. Synergy scores: CSS=5.67, Synergy_ZIP=0.860, Synergy_Bliss=1.97, Synergy_Loewe=1.15, Synergy_HSA=1.16. (3) Drug 1: CCCCC(=O)OCC(=O)C1(CC(C2=C(C1)C(=C3C(=C2O)C(=O)C4=C(C3=O)C=CC=C4OC)O)OC5CC(C(C(O5)C)O)NC(=O)C(F)(F)F)O. Drug 2: CCN(CC)CCCC(C)NC1=C2C=C(C=CC2=NC3=C1C=CC(=C3)Cl)OC. Cell line: SN12C. Synergy scores: CSS=52.9, Synergy_ZIP=-3.06, Synergy_Bliss=4.11, Synergy_Loewe=-6.25, Synergy_HSA=2.84. (4) Drug 1: CCC1=C2CN3C(=CC4=C(C3=O)COC(=O)C4(CC)O)C2=NC5=C1C=C(C=C5)O. Drug 2: C1=CC=C(C(=C1)C(C2=CC=C(C=C2)Cl)C(Cl)Cl)Cl. Cell line: COLO 205. Synergy scores: CSS=22.9, Synergy_ZIP=5.26, Synergy_Bliss=8.54, Synergy_Loewe=-33.8, Synergy_HSA=1.62.